This data is from Forward reaction prediction with 1.9M reactions from USPTO patents (1976-2016). The task is: Predict the product of the given reaction. (1) Given the reactants [OH-].[K+].C(OC([N:10]1[CH2:16][CH2:15][C:14]2[C:17](SC(=O)N(C)C)=[C:18](Cl)[CH:19]=[CH:20][C:13]=2[CH2:12][CH2:11]1)=O)(C)(C)C.C(N(CC)CC)C, predict the reaction product. The product is: [CH2:15]1[C:14]2[CH:17]=[CH:18][CH:19]=[CH:20][C:13]=2[CH2:12][CH2:11][NH:10][CH2:16]1. (2) Given the reactants [F:1][C:2]1[CH:3]=[C:4]([CH:14]=[CH:15][C:16]=1[C:17]1[CH:22]=[CH:21][C:20](=[O:23])[N:19]([CH3:24])[CH:18]=1)[CH2:5][NH:6]C(=O)OC(C)(C)C.FC(F)(F)C(O)=O, predict the reaction product. The product is: [NH2:6][CH2:5][C:4]1[CH:14]=[CH:15][C:16]([C:17]2[CH:22]=[CH:21][C:20](=[O:23])[N:19]([CH3:24])[CH:18]=2)=[C:2]([F:1])[CH:3]=1. (3) Given the reactants Br[C:2]1[CH:3]=[C:4]([NH:9][S:10]([C:13]2[CH:18]=[CH:17][C:16]([F:19])=[CH:15][CH:14]=2)(=[O:12])=[O:11])[C:5]([Cl:8])=[N:6][CH:7]=1.C1(P(C2C3CC4C(=CC=CC=4)OC=3C=CC=2)C2C=CC=CC=2)C=CC=CC=1.CC(C)([O-])C.[Na+].[C:53](=[NH:66])([C:60]1[CH:65]=[CH:64][CH:63]=[CH:62][CH:61]=1)[C:54]1[CH:59]=[CH:58][CH:57]=[CH:56][CH:55]=1, predict the reaction product. The product is: [Cl:8][C:5]1[C:4]([NH:9][S:10]([C:13]2[CH:18]=[CH:17][C:16]([F:19])=[CH:15][CH:14]=2)(=[O:12])=[O:11])=[CH:3][C:2]([N:66]=[C:53]([C:54]2[CH:59]=[CH:58][CH:57]=[CH:56][CH:55]=2)[C:60]2[CH:65]=[CH:64][CH:63]=[CH:62][CH:61]=2)=[CH:7][N:6]=1. (4) Given the reactants CC([N:5]([CH:9]1[CH2:12][N:11]([C:13]([C:15]2[CH:20]=[CH:19][C:18]([F:21])=[C:17]([F:22])[C:16]=2[NH:23][C:24]2[CH:29]=[CH:28][C:27]([I:30])=[CH:26][C:25]=2[F:31])=[O:14])[CH2:10]1)C(=O)[O-])(C)C.FC(F)(F)C(O)=O, predict the reaction product. The product is: [F:22][C:17]1[C:16]([NH:23][C:24]2[CH:29]=[CH:28][C:27]([I:30])=[CH:26][C:25]=2[F:31])=[C:15]([C:13]([N:11]2[CH2:12][CH:9]([NH2:5])[CH2:10]2)=[O:14])[CH:20]=[CH:19][C:18]=1[F:21].